This data is from Full USPTO retrosynthesis dataset with 1.9M reactions from patents (1976-2016). The task is: Predict the reactants needed to synthesize the given product. (1) Given the product [Cl:10][C:6]1[C:5]2[C:1]([I:11])=[CH:2][NH:3][C:4]=2[N:9]=[CH:8][N:7]=1, predict the reactants needed to synthesize it. The reactants are: [CH:1]1[C:5]2[C:6]([Cl:10])=[N:7][CH:8]=[N:9][C:4]=2[NH:3][CH:2]=1.[I:11]N1C(=O)CCC1=O. (2) Given the product [C:2]([OH:33])(=[O:9])[C:3]([OH:5])=[O:4].[CH2:21]([O:28][CH2:29][CH2:30][CH2:31][O:32][C:3](=[O:4])[C@@H:2]1[CH2:6][CH2:7][CH2:8][NH:1]1)[C:22]1[CH:27]=[CH:26][CH:25]=[CH:24][CH:23]=1, predict the reactants needed to synthesize it. The reactants are: [NH:1]1[CH2:8][CH2:7][CH2:6][C@H:2]1[C:3]([OH:5])=[O:4].[OH2:9].C1(C)C=CC(S(O)(=O)=O)=CC=1.[CH2:21]([O:28][CH2:29][CH2:30][CH2:31][OH:32])[C:22]1[CH:27]=[CH:26][CH:25]=[CH:24][CH:23]=1.[OH2:33]. (3) Given the product [CH2:1]([N:5]1[CH:9]=[C:8]([C:10]2[CH:15]=[CH:14][C:13]([Cl:16])=[CH:12][C:11]=2[Cl:17])[N:7]=[C:6]1[C@H:18]([NH:21][C:22]([CH:24]1[CH2:29][CH2:28][CH:27]([CH2:30][CH3:31])[CH2:26][CH2:25]1)=[O:23])[CH2:19][O:20][CH2:33][C:34]1[CH:43]=[CH:42][C:37]([C:38]([OH:40])=[O:39])=[CH:36][CH:35]=1)[CH2:2][CH2:3][CH3:4], predict the reactants needed to synthesize it. The reactants are: [CH2:1]([N:5]1[CH:9]=[C:8]([C:10]2[CH:15]=[CH:14][C:13]([Cl:16])=[CH:12][C:11]=2[Cl:17])[N:7]=[C:6]1[C@H:18]([NH:21][C:22]([CH:24]1[CH2:29][CH2:28][CH:27]([CH2:30][CH3:31])[CH2:26][CH2:25]1)=[O:23])[CH2:19][OH:20])[CH2:2][CH2:3][CH3:4].Br[CH2:33][C:34]1[CH:43]=[CH:42][C:37]([C:38]([O:40]C)=[O:39])=[CH:36][CH:35]=1. (4) Given the product [CH3:17][C:18]1[N:28]=[C:21]2[CH:22]=[CH:23][CH:24]=[C:25](/[CH:26]=[CH:11]/[C:12]([O:14][CH2:15][CH3:16])=[O:13])[N:20]2[N:19]=1, predict the reactants needed to synthesize it. The reactants are: [H-].[Na+].C(OP([CH2:11][C:12]([O:14][CH2:15][CH3:16])=[O:13])(OCC)=O)C.[CH3:17][C:18]1[N:28]=[C:21]2[CH:22]=[CH:23][CH:24]=[C:25]([CH:26]=O)[N:20]2[N:19]=1.O. (5) Given the product [CH:1]1([C:4]2[N:5]=[CH:6][C:7]([O:10][C@H:11]3[CH2:19][N:14]4[CH2:15][CH2:16][N:17]([C:22](=[O:23])[CH:21]([OH:20])[C:25]5[CH:30]=[CH:29][CH:28]=[C:27]([C:31]([F:32])([F:33])[F:34])[CH:26]=5)[CH2:18][C@@H:13]4[CH2:12]3)=[N:8][CH:9]=2)[CH2:3][CH2:2]1, predict the reactants needed to synthesize it. The reactants are: [CH:1]1([C:4]2[N:5]=[CH:6][C:7]([O:10][C@H:11]3[CH2:19][N:14]4[CH2:15][CH2:16][NH:17][CH2:18][C@@H:13]4[CH2:12]3)=[N:8][CH:9]=2)[CH2:3][CH2:2]1.[OH:20][CH:21]([C:25]1[CH:30]=[CH:29][CH:28]=[C:27]([C:31]([F:34])([F:33])[F:32])[CH:26]=1)[C:22](O)=[O:23].F[P-](F)(F)(F)(F)F.N1(OC(N(C)C)=[N+](C)C)C2N=CC=CC=2N=N1.CN1CCOCC1. (6) Given the product [CH3:20][O:19][C:17](=[O:18])[CH:16]([C:10]1[CH:11]=[CH:12][CH:13]=[CH:14][CH:15]=1)[CH2:35][CH:36]1[CH2:40][CH2:39][CH2:38][CH2:37]1, predict the reactants needed to synthesize it. The reactants are: CCN(C(C)C)C(C)C.[C:10]1([CH2:16][C:17]([O:19][CH2:20]C)=[O:18])[CH:15]=[CH:14][CH:13]=[CH:12][CH:11]=1.O(C1CCCC1)S(C(F)(F)F)(=O)=O.[CH3:35][CH2:36][CH2:37][CH2:38][CH2:39][CH3:40].COC(C)(C)C. (7) Given the product [CH:41]1([N:39]2[CH:40]=[C:36]([C:33]3[CH:32]=[C:31]([O:50][CH:51]([C:53]4[C:58]([Cl:59])=[CH:57][CH:56]=[C:55]([F:60])[C:54]=4[Cl:61])[CH3:52])[C:30]([NH2:29])=[N:35][CH:34]=3)[CH:37]=[N:38]2)[CH2:42][CH2:43][CH2:45]1, predict the reactants needed to synthesize it. The reactants are: ClC1C(F)=CC=C(Cl)C=1C(OC1C(N)=NC=C(B2OC(C)(C)C(C)(C)O2)C=1)C.[NH2:29][C:30]1[N:35]=[CH:34][C:33]([C:36]2[CH:37]=[N:38][N:39]([CH2:41][CH:42]3C[CH:43]3[C:45](N(C)C)=O)[CH:40]=2)=[CH:32][C:31]=1[O:50][CH:51]([C:53]1[C:58]([Cl:59])=[CH:57][CH:56]=[C:55]([F:60])[C:54]=1[Cl:61])[CH3:52].